From a dataset of Full USPTO retrosynthesis dataset with 1.9M reactions from patents (1976-2016). Predict the reactants needed to synthesize the given product. (1) Given the product [F:1][C:2]1[CH:10]=[C:9]2[C:5]([C:6]([C:28]([NH2:32])=[O:30])=[N:7][N:8]2[C:11]2[CH:16]=[CH:15][CH:14]=[C:13]([C:17]#[C:18][C@:19]3([OH:27])[CH2:24][CH2:23][CH2:22][N:21]([CH3:25])[C:20]3=[O:26])[CH:12]=2)=[CH:4][CH:3]=1, predict the reactants needed to synthesize it. The reactants are: [F:1][C:2]1[CH:10]=[C:9]2[C:5]([C:6]([C:28]([O:30]C)=O)=[N:7][N:8]2[C:11]2[CH:16]=[CH:15][CH:14]=[C:13]([C:17]#[C:18][C@:19]3([OH:27])[CH2:24][CH2:23][CH2:22][N:21]([CH3:25])[C:20]3=[O:26])[CH:12]=2)=[CH:4][CH:3]=1.[NH3:32]. (2) Given the product [CH:1]([C:4]1[N:8]=[C:7]([N:9]2[CH2:14][CH2:13][CH:12]([N:15]3[CH2:19][CH2:18][C@H:17]([N:20]([CH3:32])[C:21](=[O:27])[O:22][C:23]([CH3:26])([CH3:25])[CH3:24])[C:16]3=[O:28])[CH2:11][CH2:10]2)[S:6][N:5]=1)([CH3:3])[CH3:2], predict the reactants needed to synthesize it. The reactants are: [CH:1]([C:4]1[N:8]=[C:7]([N:9]2[CH2:14][CH2:13][CH:12]([N:15]3[CH2:19][CH2:18][C@H:17]([NH:20][C:21](=[O:27])[O:22][C:23]([CH3:26])([CH3:25])[CH3:24])[C:16]3=[O:28])[CH2:11][CH2:10]2)[S:6][N:5]=1)([CH3:3])[CH3:2].[H-].[Na+].I[CH3:32].O. (3) The reactants are: COC(C1C=C(O)C2C(=C(OCC3C=CC=CC=3)C=CC=2)N=1)=O.C[O:25][C:26]([C:28]1[CH:37]=[C:36]([OH:38])[C:35]2[C:30](=[C:31]([NH2:45])[CH:32]=[C:33]([C:39]3[CH:44]=[CH:43][CH:42]=[CH:41][CH:40]=3)[CH:34]=2)[N:29]=1)=[O:27]. Given the product [NH2:45][C:31]1[CH:32]=[C:33]([C:39]2[CH:40]=[CH:41][CH:42]=[CH:43][CH:44]=2)[CH:34]=[C:35]2[C:30]=1[N:29]=[C:28]([C:26]([OH:27])=[O:25])[CH:37]=[C:36]2[OH:38], predict the reactants needed to synthesize it. (4) Given the product [C:1]([O:5][C:6](=[O:37])[NH:7][CH2:8][C@@H:9]([NH:10][C:11]([C:13]1[S:29][C:16]2=[N:17][C:18]3[CH2:19][CH2:20][C@@H:21]([C:25]([CH3:28])([CH3:27])[CH3:26])[CH2:22][C:23]=3[CH:24]=[C:15]2[CH:14]=1)=[O:12])[C:30]1[CH:31]=[CH:32][C:33]([NH:36][C:50]([C:46]2[O:45][CH:49]=[CH:48][CH:47]=2)=[O:51])=[CH:34][CH:35]=1)([CH3:2])([CH3:3])[CH3:4], predict the reactants needed to synthesize it. The reactants are: [C:1]([O:5][C:6](=[O:37])[NH:7][CH2:8][C@H:9]([C:30]1[CH:35]=[CH:34][C:33]([NH2:36])=[CH:32][CH:31]=1)[NH:10][C:11]([C:13]1[S:29][C:16]2=[N:17][C:18]3[CH2:19][CH2:20][C@@H:21]([C:25]([CH3:28])([CH3:27])[CH3:26])[CH2:22][C:23]=3[CH:24]=[C:15]2[CH:14]=1)=[O:12])([CH3:4])([CH3:3])[CH3:2].CCN(CC)CC.[O:45]1[CH:49]=[CH:48][CH:47]=[C:46]1[C:50](Cl)=[O:51].CO. (5) The reactants are: C([O:8][C:9]1[CH:14]=[C:13]([C:15]([NH:17][CH2:18][CH3:19])=[O:16])[CH:12]=[CH:11][C:10]=1[N:20]1[C:24]([CH2:25][O:26]CC2C=CC=CC=2)=[C:23]([C:34]([NH:36][CH:37]2[CH2:39][CH2:38]2)=[O:35])[N:22]=[N:21]1)C1C=CC=CC=1. Given the product [CH:37]1([NH:36][C:34]([C:23]2[N:22]=[N:21][N:20]([C:10]3[CH:11]=[CH:12][C:13]([C:15]([NH:17][CH2:18][CH3:19])=[O:16])=[CH:14][C:9]=3[OH:8])[C:24]=2[CH2:25][OH:26])=[O:35])[CH2:39][CH2:38]1, predict the reactants needed to synthesize it. (6) Given the product [O:1]1[CH2:2][CH2:3][N:4]([CH2:7][CH2:8][O:9][C:10]2[CH:11]=[CH:12][C:13]([C:16]3[CH:17]=[CH:18][C:19]([CH2:22][C:23]([NH:34][CH2:27][C:28]4[CH:33]=[CH:32][CH:31]=[CH:30][CH:29]=4)=[O:24])=[N:20][CH:21]=3)=[CH:14][CH:15]=2)[CH2:5][CH2:6]1, predict the reactants needed to synthesize it. The reactants are: [O:1]1[CH2:6][CH2:5][N:4]([CH2:7][CH2:8][O:9][C:10]2[CH:15]=[CH:14][C:13]([C:16]3[CH:17]=[CH:18][C:19]([CH2:22][C:23](OC)=[O:24])=[N:20][CH:21]=3)=[CH:12][CH:11]=2)[CH2:3][CH2:2]1.[CH2:27]([NH2:34])[C:28]1[CH:33]=[CH:32][CH:31]=[CH:30][CH:29]=1.C1(OC)C=CC=CC=1.